Dataset: Peptide-MHC class I binding affinity with 185,985 pairs from IEDB/IMGT. Task: Regression. Given a peptide amino acid sequence and an MHC pseudo amino acid sequence, predict their binding affinity value. This is MHC class I binding data. (1) The peptide sequence is APPHGGIAF. The MHC is HLA-B27:05 with pseudo-sequence HLA-B27:05. The binding affinity (normalized) is 0.0847. (2) The peptide sequence is LENCILIRLT. The MHC is HLA-B40:01 with pseudo-sequence HLA-B40:01. The binding affinity (normalized) is 0.506.